From a dataset of Tyrosyl-DNA phosphodiesterase HTS with 341,365 compounds. Binary Classification. Given a drug SMILES string, predict its activity (active/inactive) in a high-throughput screening assay against a specified biological target. (1) The drug is Clc1c(NC(=O)Cn2nc3CCCCCc3c2)cccc1. The result is 0 (inactive). (2) The compound is Clc1c(CC(=N/OC(=O)c2cc(OC)c(OC)cc2)/N)ccc(Cl)c1. The result is 0 (inactive).